From a dataset of NCI-60 drug combinations with 297,098 pairs across 59 cell lines. Regression. Given two drug SMILES strings and cell line genomic features, predict the synergy score measuring deviation from expected non-interaction effect. Drug 1: COC1=CC(=CC(=C1O)OC)C2C3C(COC3=O)C(C4=CC5=C(C=C24)OCO5)OC6C(C(C7C(O6)COC(O7)C8=CC=CS8)O)O. Drug 2: CN1C2=C(C=C(C=C2)N(CCCl)CCCl)N=C1CCCC(=O)O.Cl. Cell line: NCIH23. Synergy scores: CSS=60.5, Synergy_ZIP=4.48, Synergy_Bliss=6.74, Synergy_Loewe=-22.1, Synergy_HSA=7.68.